This data is from Reaction yield outcomes from USPTO patents with 853,638 reactions. The task is: Predict the reaction yield, written as a fraction of the theoretical maximum amount of product (1.0 means a 100% yield; for example, 0.34 means a 34% yield). (1) The reactants are Br[C:2]1[CH:3]=[C:4]2[C:10]([C:11]3[CH:12]=[N:13][N:14]([CH2:16][C:17]4[CH:22]=[CH:21][CH:20]=[C:19]([F:23])[CH:18]=4)[CH:15]=3)=[CH:9][N:8]([S:24]([C:27]3[CH:33]=[CH:32][C:30]([CH3:31])=[CH:29][CH:28]=3)(=[O:26])=[O:25])[C:5]2=[N:6][CH:7]=1.[CH3:34][O:35][C:36]1[CH:41]=[CH:40][C:39](B2OC(C)(C)C(C)(C)O2)=[CH:38][C:37]=1[NH:51][S:52]([CH:55]1[CH2:57][CH2:56]1)(=[O:54])=[O:53]. The catalyst is Cl[Pd](Cl)([P](C1C=CC=CC=1)(C1C=CC=CC=1)C1C=CC=CC=1)[P](C1C=CC=CC=1)(C1C=CC=CC=1)C1C=CC=CC=1.C1(C)C=CC=CC=1.C(O)C.O. The product is [F:23][C:19]1[CH:18]=[C:17]([CH:22]=[CH:21][CH:20]=1)[CH2:16][N:14]1[CH:15]=[C:11]([C:10]2[C:4]3[C:5](=[N:6][CH:7]=[C:2]([C:39]4[CH:40]=[CH:41][C:36]([O:35][CH3:34])=[C:37]([NH:51][S:52]([CH:55]5[CH2:56][CH2:57]5)(=[O:54])=[O:53])[CH:38]=4)[CH:3]=3)[N:8]([S:24]([C:27]3[CH:28]=[CH:29][C:30]([CH3:31])=[CH:32][CH:33]=3)(=[O:26])=[O:25])[CH:9]=2)[CH:12]=[N:13]1. The yield is 0.628. (2) The reactants are [Cl:1][C:2]1[CH:7]=[CH:6][C:5]([C:8]2([C:12]([N:14]3[CH2:20][CH2:19][CH2:18][CH2:17][CH:16]([CH2:21][OH:22])[CH2:15]3)=[O:13])[CH2:11][CH2:10][CH2:9]2)=[CH:4][CH:3]=1.C1(P(C2C=CC=CC=2)C2C=CC=CC=2)C=CC=CC=1.[F:42][C:43]([F:52])([F:51])[C:44]1[CH:49]=[CH:48][C:47](O)=[CH:46][CH:45]=1.N(C(OCC)=O)=NC(OCC)=O.[OH-].[Na+]. The catalyst is O1CCCC1.C(OCC)(=O)C. The product is [Cl:1][C:2]1[CH:3]=[CH:4][C:5]([C:8]2([C:12]([N:14]3[CH2:20][CH2:19][CH2:18][CH2:17][CH:16]([CH2:21][O:22][C:47]4[CH:48]=[CH:49][C:44]([C:43]([F:52])([F:51])[F:42])=[CH:45][CH:46]=4)[CH2:15]3)=[O:13])[CH2:11][CH2:10][CH2:9]2)=[CH:6][CH:7]=1. The yield is 0.260.